This data is from Peptide-MHC class I binding affinity with 185,985 pairs from IEDB/IMGT. The task is: Regression. Given a peptide amino acid sequence and an MHC pseudo amino acid sequence, predict their binding affinity value. This is MHC class I binding data. (1) The peptide sequence is LPGPDTRHL. The MHC is HLA-B18:01 with pseudo-sequence HLA-B18:01. The binding affinity (normalized) is 0. (2) The peptide sequence is ARWLASTPL. The MHC is HLA-B15:09 with pseudo-sequence HLA-B15:09. The binding affinity (normalized) is 0.334. (3) The peptide sequence is SVKCQSPPS. The MHC is HLA-A30:01 with pseudo-sequence HLA-A30:01. The binding affinity (normalized) is 0.739.